Dataset: Forward reaction prediction with 1.9M reactions from USPTO patents (1976-2016). Task: Predict the product of the given reaction. (1) Given the reactants [CH2:1]1[C:10]2[C:5](=[CH:6][CH:7]=[CH:8][CH:9]=2)[CH2:4][CH2:3][N:2]1[CH2:11][C@@H:12]([OH:37])[CH2:13][NH:14][C:15]([C:17]1[CH:22]=[CH:21][N:20]=[C:19]([NH:23][CH:24]2[CH2:29][CH2:28][N:27](C(OC(C)(C)C)=O)[CH2:26][CH2:25]2)[CH:18]=1)=[O:16].[ClH:38], predict the reaction product. The product is: [ClH:38].[CH2:1]1[C:10]2[C:5](=[CH:6][CH:7]=[CH:8][CH:9]=2)[CH2:4][CH2:3][N:2]1[CH2:11][C@@H:12]([OH:37])[CH2:13][NH:14][C:15](=[O:16])[C:17]1[CH:22]=[CH:21][N:20]=[C:19]([NH:23][CH:24]2[CH2:29][CH2:28][NH:27][CH2:26][CH2:25]2)[CH:18]=1. (2) Given the reactants CN(C(ON1N=NC2C=CC=NC1=2)=[N+](C)C)C.F[P-](F)(F)(F)(F)F.[NH2:25][CH2:26][C:27]1[C:28]([F:44])=[C:29]([O:34][C:35]2[CH:36]=[C:37]([CH:40]=[C:41]([Cl:43])[CH:42]=2)[C:38]#[N:39])[C:30]([Cl:33])=[CH:31][CH:32]=1.[S:45]1[C:50]2=[C:51]3[C:55](=[CH:56][CH:57]=[C:49]2[O:48][CH2:47][CH2:46]1)[NH:54][C:53]([C:58](O)=[O:59])=[CH:52]3.CCN(C(C)C)C(C)C, predict the reaction product. The product is: [Cl:33][C:30]1[CH:31]=[CH:32][C:27]([CH2:26][NH:25][C:58]([C:53]2[NH:54][C:55]3[C:51]([CH:52]=2)=[C:50]2[S:45][CH2:46][CH2:47][O:48][C:49]2=[CH:57][CH:56]=3)=[O:59])=[C:28]([F:44])[C:29]=1[O:34][C:35]1[CH:36]=[C:37]([C:38]#[N:39])[CH:40]=[C:41]([Cl:43])[CH:42]=1. (3) Given the reactants [I:1][C:2]1[CH:9]=[CH:8][CH:7]=[CH:6][C:3]=1[CH2:4]Br.[P:10]([O:17]CC)([O:14][CH2:15][CH3:16])[O:11][CH2:12][CH3:13], predict the reaction product. The product is: [I:1][C:2]1[CH:9]=[CH:8][CH:7]=[CH:6][C:3]=1[CH2:4][P:10](=[O:17])([O:14][CH2:15][CH3:16])[O:11][CH2:12][CH3:13].